From a dataset of Catalyst prediction with 721,799 reactions and 888 catalyst types from USPTO. Predict which catalyst facilitates the given reaction. (1) Reactant: Cl[C:2]1[C:7]([N+:8]([O-:10])=[O:9])=[CH:6][CH:5]=[C:4]([Cl:11])[N:3]=1.C(N(C(C)C)CC)(C)C.[NH:21]1[CH2:26][CH2:25][CH:24]([S:27][C:28]2[CH:33]=[CH:32][CH:31]=[CH:30][N:29]=2)[CH2:23][CH2:22]1. Product: [Cl:11][C:4]1[N:3]=[C:2]([N:21]2[CH2:26][CH2:25][CH:24]([S:27][C:28]3[CH:33]=[CH:32][CH:31]=[CH:30][N:29]=3)[CH2:23][CH2:22]2)[C:7]([N+:8]([O-:10])=[O:9])=[CH:6][CH:5]=1. The catalyst class is: 4. (2) Reactant: [Cl:1][C:2]1[CH:3]=[CH:4][C:5]([O:10][CH2:11][CH2:12][CH:13]2[CH2:18][CH2:17][O:16][CH2:15][CH2:14]2)=[C:6]([CH2:8]O)[CH:7]=1.P(Br)(Br)[Br:20]. Product: [Br:20][CH2:8][C:6]1[CH:7]=[C:2]([Cl:1])[CH:3]=[CH:4][C:5]=1[O:10][CH2:11][CH2:12][CH:13]1[CH2:18][CH2:17][O:16][CH2:15][CH2:14]1. The catalyst class is: 2. (3) Reactant: [CH:1]([C:4]1[CH:9]=[CH:8][CH:7]=[C:6]([CH:10]([CH3:12])[CH3:11])[C:5]=1[N:13]1[CH:17]=[CH:16][N:15]=[CH:14]1)([CH3:3])[CH3:2].[Br:18][CH2:19][CH2:20][CH2:21][CH2:22][CH2:23][CH2:24]C. Product: [Br-:18].[CH:1]([C:4]1[CH:9]=[CH:8][CH:7]=[C:6]([CH:10]([CH3:12])[CH3:11])[C:5]=1[N+:13]1[CH:17]=[CH:16][N:15]([CH2:19][CH2:20][CH2:21][CH2:22][CH2:23][CH3:24])[CH:14]=1)([CH3:2])[CH3:3]. The catalyst class is: 1. (4) Reactant: [NH2:1][C:2]1[CH:18]=[CH:17][C:5]2[N:6]([C:9]3[CH:14]=[CH:13][CH:12]=[CH:11][C:10]=3[O:15]C)[CH:7]=[N:8][C:4]=2[CH:3]=1.B(Br)(Br)Br. Product: [NH2:1][C:2]1[CH:18]=[CH:17][C:5]2[N:6]([C:9]3[CH:14]=[CH:13][CH:12]=[CH:11][C:10]=3[OH:15])[CH:7]=[N:8][C:4]=2[CH:3]=1. The catalyst class is: 4.